Dataset: Forward reaction prediction with 1.9M reactions from USPTO patents (1976-2016). Task: Predict the product of the given reaction. (1) Given the reactants [F:1][C:2]1[CH:21]=[C:20]([F:22])[CH:19]=[CH:18][C:3]=1[O:4][C:5]1[CH:10]=[CH:9][C:8]([S:11]([NH2:14])(=[O:13])=[O:12])=[CH:7][C:6]=1[N+:15]([O-])=O.[Cl-].[NH4+].O1CCCC1.C(O)C, predict the reaction product. The product is: [NH2:15][C:6]1[CH:7]=[C:8]([S:11]([NH2:14])(=[O:13])=[O:12])[CH:9]=[CH:10][C:5]=1[O:4][C:3]1[CH:18]=[CH:19][C:20]([F:22])=[CH:21][C:2]=1[F:1]. (2) The product is: [CH3:1][S:2][C:3]1[C:4]2[CH:11]=[C:10]([C:18]([O:20][CH3:21])=[O:19])[S:9][C:5]=2[N:6]=[CH:7][N:8]=1. Given the reactants [CH3:1][S:2][C:3]1[C:4]2[CH:11]=[CH:10][S:9][C:5]=2[N:6]=[CH:7][N:8]=1.C([Li])CCC.Cl[C:18]([O:20][CH3:21])=[O:19], predict the reaction product. (3) Given the reactants [CH3:1][O:2][C:3](=[O:15])[NH:4][C:5]1[NH:9][C:8]2[CH:10]=[CH:11][C:12]([OH:14])=[CH:13][C:7]=2[N:6]=1.[F:16][C:17]([F:30])([F:29])[O:18][C:19]1[CH:24]=[CH:23][C:22]([S:25](Cl)(=[O:27])=[O:26])=[CH:21][CH:20]=1.C(N(CC)CC)C, predict the reaction product. The product is: [CH3:1][O:2][C:3]([NH:4][C:5]1[NH:9][C:8]2[CH:10]=[CH:11][C:12]([O:14][S:25]([C:22]3[CH:21]=[CH:20][C:19]([O:18][C:17]([F:16])([F:29])[F:30])=[CH:24][CH:23]=3)(=[O:27])=[O:26])=[CH:13][C:7]=2[N:6]=1)=[O:15]. (4) Given the reactants [CH2:1]([O:8][C:9]1[CH:14]=[CH:13][C:12]([C:15]([C:17]2[CH:22]=[CH:21][CH:20]=[CH:19][C:18]=2[F:23])=[CH2:16])=[CH:11][CH:10]=1)[C:2]1[CH:7]=[CH:6][CH:5]=[CH:4][CH:3]=1.[OH-:24].[Na+].OO.Cl, predict the reaction product. The product is: [CH2:1]([O:8][C:9]1[CH:14]=[CH:13][C:12]([CH:15]([C:17]2[CH:22]=[CH:21][CH:20]=[CH:19][C:18]=2[F:23])[CH2:16][OH:24])=[CH:11][CH:10]=1)[C:2]1[CH:3]=[CH:4][CH:5]=[CH:6][CH:7]=1.